Dataset: NCI-60 drug combinations with 297,098 pairs across 59 cell lines. Task: Regression. Given two drug SMILES strings and cell line genomic features, predict the synergy score measuring deviation from expected non-interaction effect. (1) Drug 1: CCCS(=O)(=O)NC1=C(C(=C(C=C1)F)C(=O)C2=CNC3=C2C=C(C=N3)C4=CC=C(C=C4)Cl)F. Drug 2: C1=CN(C(=O)N=C1N)C2C(C(C(O2)CO)O)O.Cl. Cell line: COLO 205. Synergy scores: CSS=61.5, Synergy_ZIP=2.81, Synergy_Bliss=2.45, Synergy_Loewe=3.28, Synergy_HSA=6.84. (2) Drug 1: CN(C)N=NC1=C(NC=N1)C(=O)N. Drug 2: CC1=CC=C(C=C1)C2=CC(=NN2C3=CC=C(C=C3)S(=O)(=O)N)C(F)(F)F. Cell line: MCF7. Synergy scores: CSS=-2.41, Synergy_ZIP=-1.72, Synergy_Bliss=-5.06, Synergy_Loewe=-8.25, Synergy_HSA=-5.67. (3) Drug 1: C1CC(=O)NC(=O)C1N2CC3=C(C2=O)C=CC=C3N. Drug 2: CC1CCC2CC(C(=CC=CC=CC(CC(C(=O)C(C(C(=CC(C(=O)CC(OC(=O)C3CCCCN3C(=O)C(=O)C1(O2)O)C(C)CC4CCC(C(C4)OC)O)C)C)O)OC)C)C)C)OC. Cell line: MDA-MB-231. Synergy scores: CSS=21.9, Synergy_ZIP=-4.77, Synergy_Bliss=-3.75, Synergy_Loewe=-19.5, Synergy_HSA=-1.64. (4) Drug 1: CCC1(CC2CC(C3=C(CCN(C2)C1)C4=CC=CC=C4N3)(C5=C(C=C6C(=C5)C78CCN9C7C(C=CC9)(C(C(C8N6C=O)(C(=O)OC)O)OC(=O)C)CC)OC)C(=O)OC)O.OS(=O)(=O)O. Synergy scores: CSS=4.71, Synergy_ZIP=-2.63, Synergy_Bliss=-2.11, Synergy_Loewe=-11.0, Synergy_HSA=-7.38. Drug 2: C(CCl)NC(=O)N(CCCl)N=O. Cell line: NCIH23. (5) Drug 1: C1CN1C2=NC(=NC(=N2)N3CC3)N4CC4. Drug 2: COCCOC1=C(C=C2C(=C1)C(=NC=N2)NC3=CC=CC(=C3)C#C)OCCOC.Cl. Cell line: MCF7. Synergy scores: CSS=26.9, Synergy_ZIP=-5.50, Synergy_Bliss=-4.57, Synergy_Loewe=-6.33, Synergy_HSA=-2.14. (6) Drug 2: CCCCC(=O)OCC(=O)C1(CC(C2=C(C1)C(=C3C(=C2O)C(=O)C4=C(C3=O)C=CC=C4OC)O)OC5CC(C(C(O5)C)O)NC(=O)C(F)(F)F)O. Synergy scores: CSS=43.6, Synergy_ZIP=-8.44, Synergy_Bliss=-6.07, Synergy_Loewe=-4.20, Synergy_HSA=-2.09. Cell line: IGROV1. Drug 1: CC1=C(N=C(N=C1N)C(CC(=O)N)NCC(C(=O)N)N)C(=O)NC(C(C2=CN=CN2)OC3C(C(C(C(O3)CO)O)O)OC4C(C(C(C(O4)CO)O)OC(=O)N)O)C(=O)NC(C)C(C(C)C(=O)NC(C(C)O)C(=O)NCCC5=NC(=CS5)C6=NC(=CS6)C(=O)NCCC[S+](C)C)O. (7) Drug 2: C1C(C(OC1N2C=NC3=C2NC=NCC3O)CO)O. Cell line: M14. Synergy scores: CSS=0.529, Synergy_ZIP=3.38, Synergy_Bliss=7.33, Synergy_Loewe=-1.97, Synergy_HSA=-0.275. Drug 1: C1CN(P(=O)(OC1)NCCCl)CCCl. (8) Drug 1: CS(=O)(=O)OCCCCOS(=O)(=O)C. Drug 2: CCN(CC)CCCC(C)NC1=C2C=C(C=CC2=NC3=C1C=CC(=C3)Cl)OC. Cell line: UACC-257. Synergy scores: CSS=11.3, Synergy_ZIP=-2.62, Synergy_Bliss=-0.496, Synergy_Loewe=-0.299, Synergy_HSA=0.106.